From a dataset of Catalyst prediction with 721,799 reactions and 888 catalyst types from USPTO. Predict which catalyst facilitates the given reaction. (1) Reactant: [C:1]([O:5][C:6]([N:8]1[C:17]2[C:12](=[CH:13][C:14]([C:18](=O)[CH3:19])=[CH:15][CH:16]=2)[CH2:11][CH2:10][CH2:9]1)=[O:7])([CH3:4])([CH3:3])[CH3:2].[NH2:21][OH:22]. Product: [C:1]([O:5][C:6]([N:8]1[C:17]2[C:12](=[CH:13][C:14]([C:18](=[N:21][OH:22])[CH3:19])=[CH:15][CH:16]=2)[CH2:11][CH2:10][CH2:9]1)=[O:7])([CH3:4])([CH3:3])[CH3:2]. The catalyst class is: 14. (2) Reactant: [C:1]([C:3]1[CH:8]=[CH:7][CH:6]=[CH:5][C:4]=1[C:9]1[C:10](=[O:28])[N:11]([CH2:21][CH:22]2[CH2:27][CH2:26][NH:25][CH2:24][CH2:23]2)[CH:12]=[C:13]([C:15]2[CH:20]=[CH:19][CH:18]=[CH:17][N:16]=2)[CH:14]=1)#[N:2].C(N(CC)CC)C.[C:36](Cl)(=[O:43])[C:37]1[CH:42]=[CH:41][CH:40]=[CH:39][CH:38]=1. Product: [C:36]([N:25]1[CH2:24][CH2:23][CH:22]([CH2:21][N:11]2[CH:12]=[C:13]([C:15]3[CH:20]=[CH:19][CH:18]=[CH:17][N:16]=3)[CH:14]=[C:9]([C:4]3[CH:5]=[CH:6][CH:7]=[CH:8][C:3]=3[C:1]#[N:2])[C:10]2=[O:28])[CH2:27][CH2:26]1)(=[O:43])[C:37]1[CH:42]=[CH:41][CH:40]=[CH:39][CH:38]=1. The catalyst class is: 22. (3) Reactant: [CH3:1][S:2]([O:5][C:6]1[CH:11]=[CH:10][C:9]([C:12]2([C:20]3[CH:25]=[C:24]([C:26]4[CH:31]=[CH:30][CH:29]=[C:28]([O:32][CH3:33])[CH:27]=4)[CH:23]=[CH:22][N:21]=3)[C:16](=[O:17])[N:15]([CH3:18])[C:14](=S)[NH:13]2)=[CH:8][CH:7]=1)(=[O:4])=[O:3].[OH-].[NH4+:35].C(OO)(C)(C)C. Product: [CH3:1][S:2]([O:5][C:6]1[CH:7]=[CH:8][C:9]([C:12]2([C:20]3[CH:25]=[C:24]([C:26]4[CH:31]=[CH:30][CH:29]=[C:28]([O:32][CH3:33])[CH:27]=4)[CH:23]=[CH:22][N:21]=3)[C:16](=[O:17])[N:15]([CH3:18])[C:14]([NH2:35])=[N:13]2)=[CH:10][CH:11]=1)(=[O:4])=[O:3]. The catalyst class is: 5. (4) Reactant: [Li+].[Cl-].[CH:3]1[C:12]2[C:7](=[CH:8][CH:9]=[CH:10][CH:11]=2)[CH:6]=[CH:5][N:4]=1.[I:13]I. Product: [I:13][C:3]1[C:12]2[C:7](=[CH:8][CH:9]=[CH:10][CH:11]=2)[CH:6]=[CH:5][N:4]=1. The catalyst class is: 1.